Dataset: Full USPTO retrosynthesis dataset with 1.9M reactions from patents (1976-2016). Task: Predict the reactants needed to synthesize the given product. Given the product [CH2:1]([NH:8][C:9]([N:11]1[C@H:16]2[CH2:17][N:18]([CH2:30][C:31]3[CH:36]=[CH:35][CH:34]=[C:33]([N:49]4[CH2:52][CH:51]([N:53]5[CH2:58][CH2:57][N:56]([CH2:59][CH3:60])[CH2:55][CH2:54]5)[CH2:50]4)[N:32]=3)[C:19](=[O:29])[C@H:20]([CH2:21][C:22]3[CH:27]=[CH:26][C:25]([OH:28])=[CH:24][CH:23]=3)[N:15]2[C:14](=[O:38])[CH2:13][N:12]1[CH2:39][CH:40]=[CH2:41])=[O:10])[C:2]1[CH:7]=[CH:6][CH:5]=[CH:4][CH:3]=1, predict the reactants needed to synthesize it. The reactants are: [CH2:1]([NH:8][C:9]([N:11]1[C@H:16]2[CH2:17][N:18]([CH2:30][C:31]3[CH:36]=[CH:35][CH:34]=[C:33](F)[N:32]=3)[C:19](=[O:29])[C@H:20]([CH2:21][C:22]3[CH:27]=[CH:26][C:25]([OH:28])=[CH:24][CH:23]=3)[N:15]2[C:14](=[O:38])[CH2:13][N:12]1[CH2:39][CH:40]=[CH2:41])=[O:10])[C:2]1[CH:7]=[CH:6][CH:5]=[CH:4][CH:3]=1.CN1C(=O)CCC1.[NH:49]1[CH2:52][CH:51]([N:53]2[CH2:58][CH2:57][N:56]([CH2:59][CH3:60])[CH2:55][CH2:54]2)[CH2:50]1.C(C1C=CC=CC=1)C1C=CC=CC=1.